Dataset: Peptide-MHC class II binding affinity with 134,281 pairs from IEDB. Task: Regression. Given a peptide amino acid sequence and an MHC pseudo amino acid sequence, predict their binding affinity value. This is MHC class II binding data. (1) The peptide sequence is ENALSLLDKIYTSPLC. The MHC is HLA-DQA10101-DQB10501 with pseudo-sequence HLA-DQA10101-DQB10501. The binding affinity (normalized) is 0.181. (2) The peptide sequence is ILMTATPPGTSDEFP. The MHC is HLA-DQA10201-DQB10402 with pseudo-sequence HLA-DQA10201-DQB10402. The binding affinity (normalized) is 0.402. (3) The peptide sequence is YKICTDKMFFVKNPT. The MHC is DRB1_0401 with pseudo-sequence DRB1_0401. The binding affinity (normalized) is 0.228.